Dataset: Full USPTO retrosynthesis dataset with 1.9M reactions from patents (1976-2016). Task: Predict the reactants needed to synthesize the given product. Given the product [C:14]1([C:22]2[CH:23]=[CH:24][CH:25]=[CH:26][CH:27]=2)[CH:19]=[CH:18][CH:17]=[C:16]([CH2:20][N:11]2[CH2:12][CH2:13][N:8]([C:5]3[CH:4]=[CH:3][C:2]([CH3:1])=[CH:7][CH:6]=3)[CH2:9][CH2:10]2)[CH:15]=1, predict the reactants needed to synthesize it. The reactants are: [CH3:1][C:2]1[CH:7]=[CH:6][C:5]([N:8]2[CH2:13][CH2:12][NH:11][CH2:10][CH2:9]2)=[CH:4][CH:3]=1.[C:14]1([C:22]2[CH:27]=[CH:26][CH:25]=[CH:24][CH:23]=2)[CH:19]=[CH:18][CH:17]=[C:16]([CH:20]=O)[CH:15]=1.[BH-](OC(C)=O)(OC(C)=O)OC(C)=O.[Na+].C1(C2C=CC=CC=2)C=CC=CC=1CN1CCN(C2C=CC=CC=2)CC1.